This data is from Full USPTO retrosynthesis dataset with 1.9M reactions from patents (1976-2016). The task is: Predict the reactants needed to synthesize the given product. (1) Given the product [F:31][C:32]1[C:37]([F:38])=[CH:36][CH:35]=[CH:34][C:33]=1[C:7]1[C:12]2[O:13][CH:14]([CH2:17][O:18][S:19]([C:22]3[CH:27]=[CH:26][C:25]([CH3:28])=[CH:24][CH:23]=3)(=[O:21])=[O:20])[CH2:15][O:16][C:11]=2[CH:10]=[CH:9][CH:8]=1, predict the reactants needed to synthesize it. The reactants are: FC(F)(F)S(O[C:7]1[C:12]2[O:13][CH:14]([CH2:17][O:18][S:19]([C:22]3[CH:27]=[CH:26][C:25]([CH3:28])=[CH:24][CH:23]=3)(=[O:21])=[O:20])[CH2:15][O:16][C:11]=2[CH:10]=[CH:9][CH:8]=1)(=O)=O.[F:31][C:32]1[C:37]([F:38])=[CH:36][CH:35]=[CH:34][C:33]=1B(O)O. (2) The reactants are: [F:1][C:2]1[CH:3]=[C:4]2[C:9](=[CH:10][CH:11]=1)[N:8]([C:12]1[C:13]([C:26]3[CH:27]=[C:28]4[C:32](=[CH:33][CH:34]=3)[NH:31][N:30]=[CH:29]4)=[N:14][C:15]3[C:20]([N:21]=1)=[CH:19][C:18]([C:22]([O:24]C)=[O:23])=[CH:17][CH:16]=3)[CH2:7][CH2:6][CH2:5]2.[OH-].[Na+].O. Given the product [F:1][C:2]1[CH:3]=[C:4]2[C:9](=[CH:10][CH:11]=1)[N:8]([C:12]1[C:13]([C:26]3[CH:27]=[C:28]4[C:32](=[CH:33][CH:34]=3)[NH:31][N:30]=[CH:29]4)=[N:14][C:15]3[C:20]([N:21]=1)=[CH:19][C:18]([C:22]([OH:24])=[O:23])=[CH:17][CH:16]=3)[CH2:7][CH2:6][CH2:5]2, predict the reactants needed to synthesize it. (3) Given the product [N:1]1([C:7]2[N:12]=[C:11]([O:13][CH:14]3[CH2:15][CH2:16][O:17][CH2:18][CH2:19]3)[N:10]=[C:9]([C:20]3[CH:26]=[CH:25][C:23]([NH:24][C:34]([NH:33][C:27]4[CH:32]=[CH:31][CH:30]=[CH:29][CH:28]=4)=[O:35])=[CH:22][CH:21]=3)[N:8]=2)[CH2:2][CH2:3][O:4][CH2:5][CH2:6]1, predict the reactants needed to synthesize it. The reactants are: [N:1]1([C:7]2[N:12]=[C:11]([O:13][CH:14]3[CH2:19][CH2:18][O:17][CH2:16][CH2:15]3)[N:10]=[C:9]([C:20]3[CH:26]=[CH:25][C:23]([NH2:24])=[CH:22][CH:21]=3)[N:8]=2)[CH2:6][CH2:5][O:4][CH2:3][CH2:2]1.[C:27]1([N:33]=[C:34]=[O:35])[CH:32]=[CH:31][CH:30]=[CH:29][CH:28]=1. (4) Given the product [CH3:1][C:2]1[N:10]([CH:11]([C:13]2[CH:14]=[CH:15][CH:16]=[CH:17][CH:18]=2)[CH3:12])[C:5]2=[CH:6][N:7]=[CH:8][CH:9]=[C:4]2[C:3]=1[C:19]([OH:21])=[O:20], predict the reactants needed to synthesize it. The reactants are: [CH3:1][C:2]1[N:10]([CH:11]([C:13]2[CH:18]=[CH:17][CH:16]=[CH:15][CH:14]=2)[CH3:12])[C:5]2=[CH:6][N:7]=[CH:8][CH:9]=[C:4]2[C:3]=1[C:19]([O:21]C)=[O:20].[OH-].[K+].Cl. (5) Given the product [OH:41][CH:42]1[CH2:47][CH2:46][N:45]([C:33]([NH:1][C:2]2[CH:3]=[CH:4][C:5]3[N:6]([CH:17]([CH3:19])[CH3:18])[C:7]4[C:12]([C:13]=3[C:14]=2[CH3:15])=[CH:11][C:10]([F:16])=[CH:9][CH:8]=4)=[O:39])[CH2:44][CH2:43]1, predict the reactants needed to synthesize it. The reactants are: [NH2:1][C:2]1[CH:3]=[CH:4][C:5]2[N:6]([CH:17]([CH3:19])[CH3:18])[C:7]3[C:12]([C:13]=2[C:14]=1[CH3:15])=[CH:11][C:10]([F:16])=[CH:9][CH:8]=3.C(N(C(C)C)CC)(C)C.ClC(Cl)(O[C:33](=[O:39])OC(Cl)(Cl)Cl)Cl.[OH:41][CH:42]1[CH2:47][CH2:46][NH:45][CH2:44][CH2:43]1.